Dataset: Catalyst prediction with 721,799 reactions and 888 catalyst types from USPTO. Task: Predict which catalyst facilitates the given reaction. Reactant: [C:1]([C:5]1[CH:6]=[CH:7][C:8]([O:28][CH3:29])=[C:9]([CH:27]=1)[C:10]([NH:12][CH2:13][CH2:14][C:15]1[CH:16]=[CH:17][C:18]([O:25][CH3:26])=[C:19]([S:21]([NH2:24])(=[O:23])=[O:22])[CH:20]=1)=[O:11])([CH3:4])([CH3:3])[CH3:2].C(=O)([O-])[O-].[K+].[K+].[CH3:36][N:37]=[C:38]=[S:39].Cl. Product: [C:1]([C:5]1[CH:6]=[CH:7][C:8]([O:28][CH3:29])=[C:9]([CH:27]=1)[C:10]([NH:12][CH2:13][CH2:14][C:15]1[CH:16]=[CH:17][C:18]([O:25][CH3:26])=[C:19]([S:21]([NH:24][C:38]([NH:37][CH3:36])=[S:39])(=[O:23])=[O:22])[CH:20]=1)=[O:11])([CH3:4])([CH3:2])[CH3:3]. The catalyst class is: 9.